Dataset: TCR-epitope binding with 47,182 pairs between 192 epitopes and 23,139 TCRs. Task: Binary Classification. Given a T-cell receptor sequence (or CDR3 region) and an epitope sequence, predict whether binding occurs between them. (1) The epitope is FLYALALLL. The TCR CDR3 sequence is CASSYSIITEAFF. Result: 0 (the TCR does not bind to the epitope). (2) The epitope is TAFTIPSI. The TCR CDR3 sequence is CSVEGLTGANYNEQFF. Result: 0 (the TCR does not bind to the epitope).